Predict which catalyst facilitates the given reaction. From a dataset of Catalyst prediction with 721,799 reactions and 888 catalyst types from USPTO. Reactant: [N+:1]([C:4]1[CH:9]=[CH:8][C:7]([CH2:10][C:11](=[O:13])[CH3:12])=[CH:6][CH:5]=1)([O-])=O. Product: [NH2:1][C:4]1[CH:5]=[CH:6][C:7]([CH2:10][C:11](=[O:13])[CH3:12])=[CH:8][CH:9]=1. The catalyst class is: 19.